This data is from Forward reaction prediction with 1.9M reactions from USPTO patents (1976-2016). The task is: Predict the product of the given reaction. (1) The product is: [CH3:11][O:10][CH2:9][O:8][C:7]1[C:2]([C:19]2[CH:18]=[CH:17][N:16]=[C:15]([CH3:14])[CH:20]=2)=[N:3][CH:4]=[CH:5][C:6]=1[CH:12]=[O:13]. Given the reactants Br[C:2]1[C:7]([O:8][CH2:9][O:10][CH3:11])=[C:6]([CH:12]=[O:13])[CH:5]=[CH:4][N:3]=1.[CH3:14][C:15]1[CH:20]=[C:19](B(O)O)[CH:18]=[CH:17][N:16]=1.[O-]P([O-])([O-])=O.[K+].[K+].[K+].CO, predict the reaction product. (2) Given the reactants COC(=O)C.[CH2:6]([O:8][C:9](=[O:24])[CH2:10][O:11][C:12]1[CH:17]=[C:16]([CH3:18])[C:15]([S:19](Cl)(=O)=O)=[CH:14][C:13]=1[CH3:23])[CH3:7].S(=O)(=O)(O)O, predict the reaction product. The product is: [CH2:6]([O:8][C:9](=[O:24])[CH2:10][O:11][C:12]1[CH:17]=[C:16]([CH3:18])[C:15]([SH:19])=[CH:14][C:13]=1[CH3:23])[CH3:7]. (3) Given the reactants Cl[C:2]1[N:3]([C:14]2[CH:19]=[CH:18][C:17]([F:20])=[CH:16][CH:15]=2)[C:4](=[O:13])[C:5]2[N:6]=[CH:7][N:8]([CH2:11]C)[C:9]=2[N:10]=1.[F:21][C:22]1[CH:23]=[C:24]([OH:30])[CH:25]=[C:26]([F:29])[C:27]=1[F:28], predict the reaction product. The product is: [F:20][C:17]1[CH:18]=[CH:19][C:14]([N:3]2[C:4](=[O:13])[C:5]3[N:6]=[CH:7][N:8]([CH3:11])[C:9]=3[N:10]=[C:2]2[O:30][C:24]2[CH:23]=[C:22]([F:21])[C:27]([F:28])=[C:26]([F:29])[CH:25]=2)=[CH:15][CH:16]=1. (4) Given the reactants [CH3:1][C:2]1[C:7]([N+:8]([O-:10])=[O:9])=[CH:6][CH:5]=[CH:4][C:3]=1[NH:11][CH2:12][C:13]1[CH:31]=[CH:30][C:16]([O:17][C:18]2[CH:23]=[CH:22][C:21]([CH2:24][CH2:25][C:26]([O:28][CH3:29])=[O:27])=[CH:20][CH:19]=2)=[CH:15][CH:14]=1.[F:32][C:33]1[CH:40]=[CH:39][CH:38]=[CH:37][C:34]=1[CH2:35]Br, predict the reaction product. The product is: [F:32][C:33]1[CH:40]=[CH:39][CH:38]=[CH:37][C:34]=1[CH2:35][N:11]([CH2:12][C:13]1[CH:31]=[CH:30][C:16]([O:17][C:18]2[CH:23]=[CH:22][C:21]([CH2:24][CH2:25][C:26]([O:28][CH3:29])=[O:27])=[CH:20][CH:19]=2)=[CH:15][CH:14]=1)[C:3]1[CH:4]=[CH:5][CH:6]=[C:7]([N+:8]([O-:10])=[O:9])[C:2]=1[CH3:1].